Dataset: Full USPTO retrosynthesis dataset with 1.9M reactions from patents (1976-2016). Task: Predict the reactants needed to synthesize the given product. (1) Given the product [CH2:2]([N:24]1[CH2:25][CH2:26][N:22]([C:19]2[N:20]=[N:21][C:16]([N:13]3[CH2:12][CH2:11][N:10]([C:8](=[O:9])[C:7]4[CH:28]=[CH:29][CH:30]=[CH:31][C:6]=4[C:5]([F:4])([F:32])[F:33])[CH2:15][CH2:14]3)=[CH:17][CH:18]=2)[C:23]1=[O:27])[CH3:3], predict the reactants needed to synthesize it. The reactants are: I[CH2:2][CH3:3].[F:4][C:5]([F:33])([F:32])[C:6]1[CH:31]=[CH:30][CH:29]=[CH:28][C:7]=1[C:8]([N:10]1[CH2:15][CH2:14][N:13]([C:16]2[N:21]=[N:20][C:19]([N:22]3[CH2:26][CH2:25][NH:24][C:23]3=[O:27])=[CH:18][CH:17]=2)[CH2:12][CH2:11]1)=[O:9]. (2) Given the product [Cl:26][C:8]1[CH:7]=[CH:6][C:5]([C:11](=[O:25])[CH2:12][CH2:13][C:14]([N:16]2[CH2:21][CH2:20][N:19]3[CH2:22][CH2:23][CH2:24][C@H:18]3[CH2:17]2)=[O:15])=[CH:4][CH:3]=1, predict the reactants needed to synthesize it. The reactants are: CO[C:3]1[CH:4]=[C:5]([C:11](=[O:25])[CH2:12][CH2:13][C:14]([N:16]2[CH2:21][CH2:20][N:19]3[CH2:22][CH2:23][CH2:24][C@H:18]3[CH2:17]2)=[O:15])[CH:6]=[CH:7][C:8]=1OC.[Cl:26]C1C=CC(C(CCC(O)=O)=O)=CC=1. (3) Given the product [CH3:9][C:3]1[CH:4]=[C:5]([CH3:8])[CH:6]=[CH:7][C:2]=1[NH:14][CH2:10][CH:11]([CH3:13])[CH3:12], predict the reactants needed to synthesize it. The reactants are: Cl[C:2]1[CH:7]=[CH:6][C:5]([CH3:8])=[CH:4][C:3]=1[CH3:9].[CH2:10]([NH2:14])[CH:11]([CH3:13])[CH3:12].O1CCCC1. (4) Given the product [NH2:1][CH2:2][CH2:3][S:4][CH2:5][C@@H:6]([C:8]([O:10][CH3:11])=[O:9])[NH2:7], predict the reactants needed to synthesize it. The reactants are: [NH2:1][CH2:2][CH2:3][S:4][CH2:5][C@@H:6]([C:8]([OH:10])=[O:9])[NH2:7].[CH3:11]O.